Dataset: Peptide-MHC class II binding affinity with 134,281 pairs from IEDB. Task: Regression. Given a peptide amino acid sequence and an MHC pseudo amino acid sequence, predict their binding affinity value. This is MHC class II binding data. The peptide sequence is PGIKAQQSKLAQRRV. The MHC is DRB1_0301 with pseudo-sequence DRB1_0301. The binding affinity (normalized) is 0.686.